This data is from Reaction yield outcomes from USPTO patents with 853,638 reactions. The task is: Predict the reaction yield, written as a fraction of the theoretical maximum amount of product (1.0 means a 100% yield; for example, 0.34 means a 34% yield). (1) The reactants are Br[C:2]1[CH:7]=[CH:6][CH:5]=[C:4]([Br:8])[N:3]=1.C([Sn](CCCC)(CCCC)[C:14]1[S:18][C:17]([C:19]2[CH:20]=[N:21][CH:22]=[CH:23][CH:24]=2)=[N:16][CH:15]=1)CCC.C(Cl)Cl.C1(C)C=CC=CC=1. The catalyst is C1C=CC([P]([Pd]([P](C2C=CC=CC=2)(C2C=CC=CC=2)C2C=CC=CC=2)([P](C2C=CC=CC=2)(C2C=CC=CC=2)C2C=CC=CC=2)[P](C2C=CC=CC=2)(C2C=CC=CC=2)C2C=CC=CC=2)(C2C=CC=CC=2)C2C=CC=CC=2)=CC=1.O. The product is [Br:8][C:4]1[CH:5]=[CH:6][CH:7]=[C:2]([C:14]2[S:18][C:17]([C:19]3[CH:20]=[N:21][CH:22]=[CH:23][CH:24]=3)=[N:16][CH:15]=2)[N:3]=1. The yield is 0.350. (2) The reactants are N1C=CC=CC=1.N1CCCCC1.[C:13](O)(=O)[CH2:14][C:15]([OH:17])=[O:16].[F:20][C:21]1[CH:28]=[CH:27][C:24](C=O)=[C:23]([CH3:29])[CH:22]=1. The catalyst is O. The product is [F:20][C:21]1[CH:28]=[CH:27][C:24]([CH:13]=[CH:14][C:15]([OH:17])=[O:16])=[C:23]([CH3:29])[CH:22]=1. The yield is 0.930. (3) The reactants are [C:1]1([C:7](=O)[CH2:8][CH:9]([C:12]#[N:13])[C:10]#[N:11])[CH:6]=[CH:5][CH:4]=[CH:3][CH:2]=1.C(N(CC)CC)C.[Br:22][C:23]1[CH:24]=[C:25]([SH:29])[CH:26]=[CH:27][CH:28]=1. The product is [Br:22][C:23]1[CH:24]=[C:25]([S:29][C:10]2[NH:11][C:7]([C:1]3[CH:6]=[CH:5][CH:4]=[CH:3][CH:2]=3)=[CH:8][C:9]=2[C:12]#[N:13])[CH:26]=[CH:27][CH:28]=1. The catalyst is CO. The yield is 0.800. (4) The reactants are [CH2:1]([C:8]1[O:9][C:10]([CH3:41])=[C:11]([CH3:40])[C:12]=1[C:13]([C:15]1[CH:34]=[CH:33][C:18]([O:19][S:20]([C:23]2[CH:31]=[CH:30][C:26]([C:27]([OH:29])=[O:28])=[C:25]([OH:32])[CH:24]=2)(=[O:22])=[O:21])=[C:17]([CH:35]2[CH2:39][CH2:38][CH2:37][CH2:36]2)[CH:16]=1)=[O:14])[C:2]1[CH:7]=[CH:6][CH:5]=[CH:4][CH:3]=1.[C:42](OC(=O)C)(=[O:44])[CH3:43].[I-].[Mg+2].[I-]. The catalyst is CCOCC. The product is [C:42]([O:32][C:25]1[CH:24]=[C:23]([S:20]([O:19][C:18]2[CH:33]=[CH:34][C:15]([C:13]([C:12]3[C:11]([CH3:40])=[C:10]([CH3:41])[O:9][C:8]=3[CH2:1][C:2]3[CH:7]=[CH:6][CH:5]=[CH:4][CH:3]=3)=[O:14])=[CH:16][C:17]=2[CH:35]2[CH2:39][CH2:38][CH2:37][CH2:36]2)(=[O:22])=[O:21])[CH:31]=[CH:30][C:26]=1[C:27]([OH:29])=[O:28])(=[O:44])[CH3:43]. The yield is 0.800. (5) The reactants are [ClH:1].Cl.[N:3]1[N:4]=[C:5]([C:12]2[CH:21]=[CH:20][C:19]3[C:14](=[C:15]([O:22][CH2:23][C:24]4([F:30])[CH2:29][CH2:28][NH:27][CH2:26][CH2:25]4)[CH:16]=[CH:17][CH:18]=3)[N:13]=2)[N:6]2[CH:11]=[CH:10][CH:9]=[CH:8][C:7]=12.[CH2:31](N(CC)CC)C.C=O.O.[BH-](OC(C)=O)(OC(C)=O)OC(C)=O.[Na+].C([O-])(O)=O.[Na+]. The catalyst is ClCCCl.CN(C=O)C. The product is [ClH:1].[ClH:1].[N:3]1[N:4]=[C:5]([C:12]2[CH:21]=[CH:20][C:19]3[C:14](=[C:15]([O:22][CH2:23][C:24]4([F:30])[CH2:29][CH2:28][N:27]([CH3:31])[CH2:26][CH2:25]4)[CH:16]=[CH:17][CH:18]=3)[N:13]=2)[N:6]2[CH:11]=[CH:10][CH:9]=[CH:8][C:7]=12. The yield is 0.291. (6) The reactants are BrC1C=C(C([C:10]2[N:14](COCC[Si](C)(C)C)[C:13]3[CH:23]=[CH:24][C:25]([N:27]4[CH2:32][CH2:31][CH:30]([N:33]([CH3:35])[CH3:34])[CH2:29][CH2:28]4)=C[C:12]=3[N:11]=2)=O)C=CN=1.C[O:37][C:38](=O)[C:39]1[CH:44]=[CH:43][C:42]([C:45]#[N:46])=[C:41]([C:47]2[C:56]3[C:51](=CC=C[CH:55]=3)[CH:50]=[N:49][CH:48]=2)[CH:40]=1.C([N-:61]C(C)C)(C)C.[Li+].O1C[CH2:69][CH2:68][CH2:67]1. No catalyst specified. The product is [CH3:35][N:33]([CH3:34])[CH:30]1[CH2:29][CH2:28][N:27]([C:25]2[N:61]=[C:12]3[NH:11][C:10]([C:38]([C:39]4[CH:44]=[CH:43][C:42]([C:45]#[N:46])=[C:41]([C:47]5[C:56]6[C:51](=[CH:67][CH:68]=[CH:69][CH:55]=6)[CH:50]=[N:49][CH:48]=5)[CH:40]=4)=[O:37])=[N:14][C:13]3=[CH:23][CH:24]=2)[CH2:32][CH2:31]1. The yield is 0.0300. (7) The reactants are [NH2:1][C:2]1[S:3][CH:4]=[C:5]([C:7]2[O:8][CH:9]=[CH:10][CH:11]=2)[N:6]=1.[Br:12]N1C(=O)CCC1=O.O. The catalyst is C(Cl)(Cl)Cl. The product is [NH2:1][C:2]1[S:3][C:4]([Br:12])=[C:5]([C:7]2[O:8][CH:9]=[CH:10][CH:11]=2)[N:6]=1. The yield is 0.900.